From a dataset of TCR-epitope binding with 47,182 pairs between 192 epitopes and 23,139 TCRs. Binary Classification. Given a T-cell receptor sequence (or CDR3 region) and an epitope sequence, predict whether binding occurs between them. (1) The TCR CDR3 sequence is CSARQPGAGFSPLHF. Result: 0 (the TCR does not bind to the epitope). The epitope is LSDDAVVCFNSTY. (2) The epitope is PKYVKQNTLKLAT. The TCR CDR3 sequence is CASSLASGGVNEQFF. Result: 1 (the TCR binds to the epitope). (3) The epitope is EEHVQIHTI. The TCR CDR3 sequence is CASRLQGWYEQYF. Result: 0 (the TCR does not bind to the epitope).